Dataset: Reaction yield outcomes from USPTO patents with 853,638 reactions. Task: Predict the reaction yield, written as a fraction of the theoretical maximum amount of product (1.0 means a 100% yield; for example, 0.34 means a 34% yield). (1) No catalyst specified. The product is [Cl:1][C:2]1[CH:19]=[CH:18][C:17]([Cl:20])=[CH:16][C:3]=1[CH2:4][N:5]1[CH2:10][CH2:9][NH:8][C:7]2[N:11]=[CH:12][C:13]([C:33]3[CH:32]=[CH:31][C:30]([C:28]([N:25]4[CH2:26][CH2:27][N:22]([CH3:21])[CH2:23][CH2:24]4)=[O:29])=[CH:35][CH:34]=3)=[CH:14][C:6]1=2. The yield is 0.490. The reactants are [Cl:1][C:2]1[CH:19]=[CH:18][C:17]([Cl:20])=[CH:16][C:3]=1[CH2:4][N:5]1[CH2:10][CH2:9][NH:8][C:7]2[N:11]=[CH:12][C:13](I)=[CH:14][C:6]1=2.[CH3:21][N:22]1[CH2:27][CH2:26][N:25]([C:28]([C:30]2[CH:35]=[CH:34][C:33](B3OC(C)(C)C(C)(C)O3)=[CH:32][CH:31]=2)=[O:29])[CH2:24][CH2:23]1. (2) The reactants are [N:1]([CH2:4][C@@H:5]([OH:10])[C:6](OC)=[O:7])=[N+:2]=[N-:3].C(O)C.[CH3:14][NH2:15]. No catalyst specified. The product is [N:1]([CH2:4][C@@H:5]([OH:10])[C:6]([NH:15][CH3:14])=[O:7])=[N+:2]=[N-:3]. The yield is 0.770. (3) The yield is 0.570. The product is [Br:4][C:5]1[CH:6]=[CH:7][C:8](/[CH:9]=[CH:35]/[C:34]2[CH:37]=[C:38]([C:40]3[CH:45]=[CH:44][N:43]=[CH:42][CH:41]=3)[CH:39]=[C:32]([F:31])[CH:33]=2)=[CH:29][CH:30]=1. The catalyst is O1CCCC1. The reactants are [H-].[Na+].[Br-].[Br:4][C:5]1[CH:30]=[CH:29][C:8]([CH2:9][P+](C2C=CC=CC=2)(C2C=CC=CC=2)C2C=CC=CC=2)=[CH:7][CH:6]=1.[F:31][C:32]1[CH:33]=[C:34]([CH:37]=[C:38]([C:40]2[CH:45]=[CH:44][N:43]=[CH:42][CH:41]=2)[CH:39]=1)[CH:35]=O.O.